This data is from Human Reference Interactome with 51,813 positive PPI pairs across 8,248 proteins, plus equal number of experimentally-validated negative pairs. The task is: Binary Classification. Given two protein amino acid sequences, predict whether they physically interact or not. (1) Protein 1 (ENSG00000116852) has sequence MAGQGDCCVKVAVRIRPQLSKEKIEGCHICTSVTPGEPQVLLGKDKAFTYDFVFDLDTWQEQIYSTCVSKLIEGCFEGYNATVLAYGQTGAGKTYTMGTGFDMATSEEEQGIIPRAIAHLFGGIAERKRRAQEQGVAGPEFKVSAQFLELYNEEILDLFDSTRDPDTRHRRSNIKIHEDANGGIYTTGVTSRLIHSQEELIQCLKQGALSRTTASTQMNVQSSRSHAIFTIHLCQMRMCTQPDLVNEAVTGLPDGTPPSSEYETLTAKFHFVDLAGSERLKRTGATGERAKEGISINCGL.... Protein 2 (ENSG00000137770) has sequence MRLRTRKASQQSNQIQTQRTARAKRKYSEVDDSLPSGGEKPSKNETGLLSSIKKFIKGSTPKEERENPSKRSRIERDIDNNLITSTPRAGEKPNKQISRVRRKSQVNGEAGSYEMTNQHVKQNGKLEDNPSSGSPPRTTLLGTIFSPVFNFFSPANKNGTSGSDSPGQAVEAEEIVKQLDMEQVDEITTSTTTSTNGAAYSNQAVQVRPSLNNGLEEAEETVNRDIPPLTAPVTPDSGYSSAHAEATYEEDWEVFDPYYFIKHVPPLTEEQLNRKPALPLKTRSTPEFSLVLDLDETLVH.... Result: 0 (the proteins do not interact). (2) Protein 1 (ENSG00000007933) has sequence MGKKVAIIGAGVSGLASIRSCLEEGLEPTCFEKSNDIGGLWKFSDHAEEGRASIYKSVFSNSSKEMMCFPDFPFPDDFPNFMHNSKIQEYIIAFAKEKNLLKYIQFKTFVSSVNKHPDFATTGQWDVTTERDGKKESAVFDAVMVCSGHHVYPNLPKESFPGLNHFKGKCFHSRDYKEPGVFNGKRVLVVGLGNSGCDIATELSRTAEQVMISSRSGSWVMSRVWDNGYPWDMLLVTRFGTFLKNNLPTAISDWLYVKQMNARFKHENYGLMPLNGVLRKEPVFNDELPASILCGIVSVK.... Protein 2 (ENSG00000118420) has sequence MAASAAETRVFLERTERRRYAHEYFHNAIFTPDENP*MAASAAETRVFLEVRGQLQSALLILGEPKEGGMPMNISIMPSSLQMKTPEGCTEIQLPAEVRLVPSSCRGLQFVVGDGLHLRLQTQAKLGTKLISMFNQSSQTQECCTFYCQSCGEVIIKDRKLLRVLPLPSENWGALVGEWCCHPDPFANKSLHPQENDCFIGDSFFLVNLRTSLWQQRPELSPVEMCCVSSDNHCKLEPKANTKVICKRCKVMLGETVSSETTKFYMTEIIIQSSERSFPIIPRSWFVQSVIAQCLVQLSS.... Result: 0 (the proteins do not interact).